Dataset: Forward reaction prediction with 1.9M reactions from USPTO patents (1976-2016). Task: Predict the product of the given reaction. (1) Given the reactants CO[CH2:3][N:4]([CH2:10][C:11]1[CH:16]=[CH:15][CH:14]=[CH:13][CH:12]=1)[CH2:5][Si](C)(C)C.C(O)(C(F)(F)F)=O.[CH3:24][O:25][C:26]1[CH:27]=[C:28]2[C:32](=[CH:33][CH:34]=1)[C:31](=[O:35])[CH:30]=[CH:29]2, predict the reaction product. The product is: [CH2:10]([N:4]1[CH2:3][CH:29]2[C:28]3[CH:27]=[C:26]([O:25][CH3:24])[CH:34]=[CH:33][C:32]=3[C:31](=[O:35])[CH:30]2[CH2:5]1)[C:11]1[CH:12]=[CH:13][CH:14]=[CH:15][CH:16]=1. (2) Given the reactants [C:1]([N:9]1[CH2:14][CH2:13][N:12]([CH2:15][CH2:16][OH:17])[CH2:11][CH2:10]1)(=[O:8])[C:2]1[CH:7]=[CH:6][CH:5]=[CH:4][CH:3]=1.O=CCCCNC(=O)C1C=CC=CC=1, predict the reaction product. The product is: [C:1]([N:9]1[CH2:10][CH2:11][N:12]([CH2:15][CH:16]=[O:17])[CH2:13][CH2:14]1)(=[O:8])[C:2]1[CH:7]=[CH:6][CH:5]=[CH:4][CH:3]=1. (3) Given the reactants Br[C:2]1[C:11]([O:12][CH3:13])=[CH:10][C:5]([C:6]([O:8][CH3:9])=[O:7])=[C:4]([Cl:14])[CH:3]=1.C([O-])([O-])=O.[K+].[K+].[B-](F)(F)(F)[CH:22]=[CH2:23].[K+].CS(C)=O, predict the reaction product. The product is: [Cl:14][C:4]1[CH:3]=[C:2]([CH:22]=[CH2:23])[C:11]([O:12][CH3:13])=[CH:10][C:5]=1[C:6]([O:8][CH3:9])=[O:7]. (4) Given the reactants [CH3:1][O:2][C:3]([C:5]1[S:9][C:8]([CH3:10])=[N:7][C:6]=1[C:11]1[CH:16]=[CH:15][C:14]([O:17][CH3:18])=[CH:13][CH:12]=1)=[O:4].C1C(=O)N([Br:26])C(=O)C1.CC(N=NC(C#N)(C)C)(C#N)C, predict the reaction product. The product is: [CH3:1][O:2][C:3]([C:5]1[S:9][C:8]([CH2:10][Br:26])=[N:7][C:6]=1[C:11]1[CH:12]=[CH:13][C:14]([O:17][CH3:18])=[CH:15][CH:16]=1)=[O:4]. (5) Given the reactants [F:1][C:2]1[CH:3]=[C:4]([CH:7]=[CH:8][CH:9]=1)[CH2:5]Br.[P:10]([O:17]CC)([O:14][CH2:15][CH3:16])[O:11][CH2:12][CH3:13], predict the reaction product. The product is: [F:1][C:2]1[CH:3]=[C:4]([CH:7]=[CH:8][CH:9]=1)[CH2:5][P:10](=[O:17])([O:14][CH2:15][CH3:16])[O:11][CH2:12][CH3:13]. (6) Given the reactants [OH:1][C:2]1[CH:9]=[C:8]([OH:10])[CH:7]=[CH:6][C:3]=1[CH:4]=[O:5].C1(P(C2C=CC=CC=2)C2C=CC=CC=2)C=CC=CC=1.[CH3:30][C:31]1[C:36]([CH2:37]O)=[CH:35][CH:34]=[CH:33][C:32]=1[C:39]1[CH:44]=[CH:43][CH:42]=[CH:41][CH:40]=1.N(C(OC(C)C)=O)=NC(OC(C)C)=O, predict the reaction product. The product is: [OH:1][C:2]1[CH:9]=[C:8]([O:10][CH2:37][C:36]2[C:31]([CH3:30])=[C:32]([C:39]3[CH:44]=[CH:43][CH:42]=[CH:41][CH:40]=3)[CH:33]=[CH:34][CH:35]=2)[CH:7]=[CH:6][C:3]=1[CH:4]=[O:5].